This data is from Forward reaction prediction with 1.9M reactions from USPTO patents (1976-2016). The task is: Predict the product of the given reaction. The product is: [ClH:27].[NH2:1][C:2]1[N:7]=[C:6]([NH2:8])[C:5]([O:9][CH2:10][CH2:11][CH2:12][O:13][C:14]2[C:23]3[C:18](=[CH:19][CH:20]=[CH:21][CH:22]=3)[N:17]=[C:16]([CH3:24])[CH:15]=2)=[C:4]([CH2:25][CH3:26])[N:3]=1. Given the reactants [NH2:1][C:2]1[N:7]=[C:6]([NH2:8])[C:5]([O:9][CH2:10][CH2:11][CH2:12][O:13][C:14]2[C:23]3[C:18](=[CH:19][CH:20]=[CH:21][CH:22]=3)[N:17]=[C:16]([CH3:24])[CH:15]=2)=[C:4]([CH2:25][CH3:26])[N:3]=1.[ClH:27], predict the reaction product.